From a dataset of Reaction yield outcomes from USPTO patents with 853,638 reactions. Predict the reaction yield, written as a fraction of the theoretical maximum amount of product (1.0 means a 100% yield; for example, 0.34 means a 34% yield). The reactants are [NH2:1][CH2:2][C@H:3]1[O:7][C@@H:6]([N:8]2[CH:15]=[CH:14][C:12](=[O:13])[NH:11][C:9]2=[O:10])[CH2:5][C@@H:4]1[OH:16].[C:17](Cl)([C:30]1[CH:35]=[CH:34][CH:33]=[CH:32][CH:31]=1)([C:24]1[CH:29]=[CH:28][CH:27]=[CH:26][CH:25]=1)[C:18]1[CH:23]=[CH:22][CH:21]=[CH:20][CH:19]=1. The catalyst is N1C=CC=CC=1. The product is [C:17]([NH:1][CH2:2][C@H:3]1[O:7][C@@H:6]([N:8]2[CH:15]=[CH:14][C:12](=[O:13])[NH:11][C:9]2=[O:10])[CH2:5][C@@H:4]1[OH:16])([C:18]1[CH:23]=[CH:22][CH:21]=[CH:20][CH:19]=1)([C:30]1[CH:31]=[CH:32][CH:33]=[CH:34][CH:35]=1)[C:24]1[CH:25]=[CH:26][CH:27]=[CH:28][CH:29]=1. The yield is 0.490.